From a dataset of Peptide-MHC class I binding affinity with 185,985 pairs from IEDB/IMGT. Regression. Given a peptide amino acid sequence and an MHC pseudo amino acid sequence, predict their binding affinity value. This is MHC class I binding data. (1) The MHC is HLA-A68:01 with pseudo-sequence HLA-A68:01. The binding affinity (normalized) is 0.699. The peptide sequence is STSAFIDTIK. (2) The peptide sequence is WTVNDIQKLV. The MHC is Mamu-A01 with pseudo-sequence Mamu-A01. The binding affinity (normalized) is 0.0563. (3) The peptide sequence is RPRRASSPF. The MHC is HLA-B15:09 with pseudo-sequence HLA-B15:09. The binding affinity (normalized) is 0.0847. (4) The peptide sequence is WDFISTPPL. The MHC is Mamu-B8701 with pseudo-sequence Mamu-B8701. The binding affinity (normalized) is 0.307. (5) The peptide sequence is AQRAAGPSV. The MHC is HLA-A29:02 with pseudo-sequence HLA-A29:02. The binding affinity (normalized) is 0.213. (6) The peptide sequence is KAAVDLSHFL. The MHC is HLA-B54:01 with pseudo-sequence HLA-B54:01. The binding affinity (normalized) is 0. (7) The peptide sequence is QVPSLQYLA. The MHC is Mamu-A2601 with pseudo-sequence Mamu-A2601. The binding affinity (normalized) is 0.0996.